Predict the reactants needed to synthesize the given product. From a dataset of Full USPTO retrosynthesis dataset with 1.9M reactions from patents (1976-2016). (1) Given the product [F:8][C:6]1[CH:7]=[C:2]([C:18]2[CH:17]=[CH:16][CH:15]=[C:14]([F:13])[CH:19]=2)[CH:3]=[C:4]([N+:10]([O-:12])=[O:11])[C:5]=1[CH3:9], predict the reactants needed to synthesize it. The reactants are: Br[C:2]1[CH:3]=[C:4]([N+:10]([O-:12])=[O:11])[C:5]([CH3:9])=[C:6]([F:8])[CH:7]=1.[F:13][C:14]1[CH:15]=[C:16](B(O)O)[CH:17]=[CH:18][CH:19]=1.C([O-])([O-])=O.[K+].[K+].O. (2) Given the product [CH3:1][O:2][C:3](=[O:18])[C:4]1[CH:9]=[C:8]([N:10]2[CH2:14][CH2:13][CH2:12][CH2:11]2)[CH:7]=[CH:6][C:5]=1[C:15]1[S:17][C:23]2[CH:24]([OH:25])[CH2:19][CH2:20][CH2:21][C:22]=2[N:16]=1, predict the reactants needed to synthesize it. The reactants are: [CH3:1][O:2][C:3](=[O:18])[C:4]1[CH:9]=[C:8]([N:10]2[CH2:14][CH2:13][CH2:12][CH2:11]2)[CH:7]=[CH:6][C:5]=1[C:15](=[S:17])[NH2:16].[CH:19]12[O:25][CH:24]1[CH2:23][CH2:22][CH2:21][C:20]2=O.